This data is from Reaction yield outcomes from USPTO patents with 853,638 reactions. The task is: Predict the reaction yield, written as a fraction of the theoretical maximum amount of product (1.0 means a 100% yield; for example, 0.34 means a 34% yield). (1) The reactants are [C:1]([NH:8][CH2:9][C:10]([OH:12])=O)([O:3][C:4]([CH3:7])([CH3:6])[CH3:5])=[O:2].CN(C(ON1N=NC2C=CC=CC1=2)=[N+](C)C)C.F[P-](F)(F)(F)(F)F.CCN(C(C)C)C(C)C.[NH:46]1[CH2:51][CH2:50][S:49][CH2:48][CH2:47]1. The catalyst is C(Cl)Cl. The product is [O:12]=[C:10]([N:46]1[CH2:51][CH2:50][S:49][CH2:48][CH2:47]1)[CH2:9][NH:8][C:1](=[O:2])[O:3][C:4]([CH3:5])([CH3:6])[CH3:7]. The yield is 0.540. (2) The reactants are [NH2:1][C:2]1[CH:3]=[C:4]([CH:21]=[CH:22][C:23]=1[F:24])[O:5][C:6]1[CH:7]=[CH:8][C:9]2[N:10]([CH:12]=[C:13]([NH:15][C:16]([CH:18]3[CH2:20][CH2:19]3)=[O:17])[N:14]=2)[N:11]=1.[CH2:25]([C:27]1[CH:31]=[C:30]([C:32](O)=[O:33])[N:29]([CH3:35])[N:28]=1)[CH3:26].S(Cl)(Cl)=O. The catalyst is CN(C)C=O.CN(C)C(=O)C. The product is [CH:18]1([C:16]([NH:15][C:13]2[N:14]=[C:9]3[CH:8]=[CH:7][C:6]([O:5][C:4]4[CH:21]=[CH:22][C:23]([F:24])=[C:2]([NH:1][C:32]([C:30]5[N:29]([CH3:35])[N:28]=[C:27]([CH2:25][CH3:26])[CH:31]=5)=[O:33])[CH:3]=4)=[N:11][N:10]3[CH:12]=2)=[O:17])[CH2:20][CH2:19]1. The yield is 0.550. (3) The product is [CH3:13][O:14][C:15]1[CH:16]=[C:17]2[C:22](=[CH:23][CH:24]=1)[CH:21]=[C:20]([C@H:25]([CH3:29])[C:26]([O:1][N:2]1[C:3](=[O:12])[C:4]3[CH:11]=[CH:10][CH:9]=[CH:8][C:5]=3[C:6]1=[O:7])=[O:27])[CH:19]=[CH:18]2. The reactants are [OH:1][N:2]1[C:6](=[O:7])[C:5]2=[CH:8][CH:9]=[CH:10][CH:11]=[C:4]2[C:3]1=[O:12].[CH3:13][O:14][C:15]1[CH:16]=[C:17]2[C:22](=[CH:23][CH:24]=1)[CH:21]=[C:20]([C@H:25]([CH3:29])[C:26](O)=[O:27])[CH:19]=[CH:18]2.Cl.CN(C)CCCN=C=NCC. The yield is 0.470. The catalyst is C(Cl)Cl.CN(C=O)C. (4) The reactants are [Cl-].O[NH3+:3].[C:4](=[O:7])([O-])[OH:5].[Na+].CS(C)=O.[OH:13][C:14]1([CH2:20][N:21]2[C:26](=[O:27])[C:25]([CH2:28][C:29]3[CH:34]=[CH:33][C:32]([C:35]4[C:36]([C:41]#[N:42])=[CH:37][CH:38]=[CH:39][CH:40]=4)=[CH:31][CH:30]=3)=[C:24]([CH2:43][CH2:44][CH3:45])[N:23]=[C:22]2[CH3:46])[CH2:19][CH2:18][O:17][CH2:16][CH2:15]1. The catalyst is C(OCC)(=O)C. The product is [OH:13][C:14]1([CH2:20][N:21]2[C:26](=[O:27])[C:25]([CH2:28][C:29]3[CH:34]=[CH:33][C:32]([C:35]4[CH:40]=[CH:39][CH:38]=[CH:37][C:36]=4[C:41]4[NH:3][C:4](=[O:7])[O:5][N:42]=4)=[CH:31][CH:30]=3)=[C:24]([CH2:43][CH2:44][CH3:45])[N:23]=[C:22]2[CH3:46])[CH2:19][CH2:18][O:17][CH2:16][CH2:15]1. The yield is 0.180. (5) The reactants are [Cl:1][C:2]1[CH:7]=[C:6]([F:8])[CH:5]=[CH:4][C:3]=1[OH:9].C(O)(=O)C.[N+:14]([O-])([OH:16])=[O:15]. The catalyst is O. The product is [Cl:1][C:2]1[CH:7]=[C:6]([F:8])[CH:5]=[C:4]([N+:14]([O-:16])=[O:15])[C:3]=1[OH:9]. The yield is 0.830. (6) The reactants are [CH3:1][CH2:2][O:3][C:4]([CH:6]1[CH2:10][CH2:9][CH:8]([CH2:11][N:12]([CH2:17][C:18]([O:20]C(C)(C)C)=[O:19])[C:13]([O:15][CH3:16])=[O:14])[N:7]1C(OC(C)(C)C)=O)=[O:5].Cl. The catalyst is O1CCOCC1. The product is [CH2:2]([O:3][C:4]([CH:6]1[CH2:10][CH2:9][CH:8]([CH2:11][N:12]([CH2:17][C:18]([OH:20])=[O:19])[C:13]([O:15][CH3:16])=[O:14])[NH:7]1)=[O:5])[CH3:1]. The yield is 1.00.